The task is: Regression. Given a peptide amino acid sequence and an MHC pseudo amino acid sequence, predict their binding affinity value. This is MHC class I binding data.. This data is from Peptide-MHC class I binding affinity with 185,985 pairs from IEDB/IMGT. (1) The peptide sequence is DSFAKQPQW. The MHC is HLA-B46:01 with pseudo-sequence HLA-B46:01. The binding affinity (normalized) is 0.0847. (2) The binding affinity (normalized) is 0.0343. The MHC is HLA-A29:02 with pseudo-sequence HLA-A29:02. The peptide sequence is NIRQAGVQY. (3) The peptide sequence is LDFVRFMGV. The MHC is HLA-B53:01 with pseudo-sequence HLA-B53:01. The binding affinity (normalized) is 0.176. (4) The peptide sequence is TDSGPKANIIV. The MHC is Mamu-A11 with pseudo-sequence Mamu-A11. The binding affinity (normalized) is 0. (5) The peptide sequence is YTAVKPLVY. The MHC is HLA-A29:02 with pseudo-sequence HLA-A29:02. The binding affinity (normalized) is 0.706. (6) The peptide sequence is VLPVPGASV. The MHC is HLA-A02:06 with pseudo-sequence HLA-A02:06. The binding affinity (normalized) is 0.107. (7) The peptide sequence is LPINRPIDWK. The MHC is Patr-A0401 with pseudo-sequence Patr-A0401. The binding affinity (normalized) is 0.270.